Task: Predict the reaction yield, written as a fraction of the theoretical maximum amount of product (1.0 means a 100% yield; for example, 0.34 means a 34% yield).. Dataset: Reaction yield outcomes from USPTO patents with 853,638 reactions (1) The reactants are [CH2:1]([N:8]1[CH:12]=[C:11]([CH2:13][C:14]([O:16][CH2:17][CH3:18])=[O:15])[C:10]([OH:19])=[N:9]1)[C:2]1[CH:7]=[CH:6][CH:5]=[CH:4][CH:3]=1.Cl[CH2:21][C:22]1[CH:41]=[CH:40][C:25]([O:26][CH2:27][C:28]2[N:29]=[C:30]([C:34]3[CH:39]=[CH:38][CH:37]=[CH:36][CH:35]=3)[O:31][C:32]=2[CH3:33])=[C:24]([O:42][CH3:43])[CH:23]=1.C(=O)([O-])[O-].[K+].[K+].CN(C)C=O. The catalyst is O. The product is [CH2:1]([N:8]1[CH:12]=[C:11]([CH2:13][C:14]([O:16][CH2:17][CH3:18])=[O:15])[C:10]([O:19][CH2:21][C:22]2[CH:41]=[CH:40][C:25]([O:26][CH2:27][C:28]3[N:29]=[C:30]([C:34]4[CH:39]=[CH:38][CH:37]=[CH:36][CH:35]=4)[O:31][C:32]=3[CH3:33])=[C:24]([O:42][CH3:43])[CH:23]=2)=[N:9]1)[C:2]1[CH:3]=[CH:4][CH:5]=[CH:6][CH:7]=1. The yield is 0.560. (2) The reactants are [OH:1][C@H:2]1[C@H:7]([CH2:8][NH:9]CC2C=CC=CC=2)[CH2:6][CH2:5][N:4]([C:17]([O:19][C:20]([CH3:23])([CH3:22])[CH3:21])=[O:18])[CH2:3]1.[H][H]. The catalyst is CO.[Pd]. The product is [NH2:9][CH2:8][C@@H:7]1[CH2:6][CH2:5][N:4]([C:17]([O:19][C:20]([CH3:22])([CH3:21])[CH3:23])=[O:18])[CH2:3][C@H:2]1[OH:1]. The yield is 1.00. (3) No catalyst specified. The product is [NH2:1][C:2]1[C:11]2[C:6](=[C:7]([C:22]3[CH:23]=[CH:24][C:25]([O:27][CH3:28])=[CH:26][C:21]=3[F:20])[C:8]([F:12])=[CH:9][CH:10]=2)[N:5]=[N:4][C:3]=1[C:14]([NH:16][CH2:17][CH2:18][CH3:19])=[O:15]. The yield is 0.670. The reactants are [NH2:1][C:2]1[C:11]2[C:6](=[C:7](I)[C:8]([F:12])=[CH:9][CH:10]=2)[N:5]=[N:4][C:3]=1[C:14]([NH:16][CH2:17][CH2:18][CH3:19])=[O:15].[F:20][C:21]1[CH:26]=[C:25]([O:27][CH3:28])[CH:24]=[CH:23][C:22]=1B(O)O.